This data is from Full USPTO retrosynthesis dataset with 1.9M reactions from patents (1976-2016). The task is: Predict the reactants needed to synthesize the given product. Given the product [F:1][C:2]1[C:7]([C:13]2[N:18]=[C:17]([CH3:19])[N:16]=[C:15]([N:20]([CH2:21][C:22]3[CH:23]=[CH:24][C:25]([O:28][CH3:29])=[CH:26][CH:27]=3)[CH2:30][C:31]3[CH:32]=[CH:33][C:34]([O:37][CH3:38])=[CH:35][CH:36]=3)[N:14]=2)=[CH:6][CH:5]=[C:4]([CH3:11])[N:3]=1, predict the reactants needed to synthesize it. The reactants are: [F:1][C:2]1[C:7](B(O)O)=[CH:6][CH:5]=[C:4]([CH3:11])[N:3]=1.Cl[C:13]1[N:18]=[C:17]([CH3:19])[N:16]=[C:15]([N:20]([CH2:30][C:31]2[CH:36]=[CH:35][C:34]([O:37][CH3:38])=[CH:33][CH:32]=2)[CH2:21][C:22]2[CH:27]=[CH:26][C:25]([O:28][CH3:29])=[CH:24][CH:23]=2)[N:14]=1.C([O-])(=O)C.[K+].